Dataset: Reaction yield outcomes from USPTO patents with 853,638 reactions. Task: Predict the reaction yield, written as a fraction of the theoretical maximum amount of product (1.0 means a 100% yield; for example, 0.34 means a 34% yield). (1) The reactants are C1(P(C2C=CC=CC=2)C2C=CC=CC=2)C=CC=CC=1.BrBr.C(N(CC)CC)C.[CH3:29][C:30]1[CH:34]=[CH:33][N:32]([NH:35][C:36](=O)[C@@H:37]([NH:39][C:40](=[O:46])[O:41][C:42]([CH3:45])([CH3:44])[CH3:43])[CH3:38])[C:31]=1[C:48](=[O:56])[NH:49][C:50]1[CH:55]=[CH:54][CH:53]=[CH:52][CH:51]=1.N. The catalyst is ClCCl. The product is [CH3:29][C:30]1[CH:34]=[CH:33][N:32]2[C:31]=1[C:48](=[O:56])[N:49]([C:50]1[CH:55]=[CH:54][CH:53]=[CH:52][CH:51]=1)[C:36]([C@@H:37]([NH:39][C:40](=[O:46])[O:41][C:42]([CH3:45])([CH3:44])[CH3:43])[CH3:38])=[N:35]2. The yield is 0.140. (2) The reactants are C(=O)([O-])[O-].[Cs+].[Cs+].[C:7]1([OH:13])[CH:12]=[CH:11][CH:10]=[CH:9][CH:8]=1.Br[C:15]1[CH:20]=[C:19]([CH:21]([CH3:23])[CH3:22])[CH:18]=[CH:17][C:16]=1[O:24][CH3:25].[Cl-].CC(C)(C(=O)CC(=O)C(C)(C)C)C. The catalyst is CN1CCCC1=O. The product is [CH:21]([C:19]1[CH:18]=[CH:17][C:16]([O:24][CH3:25])=[C:15]([O:13][C:7]2[CH:12]=[CH:11][CH:10]=[CH:9][CH:8]=2)[CH:20]=1)([CH3:23])[CH3:22]. The yield is 0.940.